Dataset: Reaction yield outcomes from USPTO patents with 853,638 reactions. Task: Predict the reaction yield, written as a fraction of the theoretical maximum amount of product (1.0 means a 100% yield; for example, 0.34 means a 34% yield). (1) The reactants are [C:1]1([CH3:11])[C:2]([C:7]([O:9][CH3:10])=[O:8])=[CH:3][CH:4]=[CH:5][CH:6]=1.C1C(=O)N([Br:19])C(=O)C1. The catalyst is C(Cl)(Cl)(Cl)Cl.C(OOC(=O)C1C=CC=CC=1)(=O)C1C=CC=CC=1. The product is [CH3:10][O:9][C:7](=[O:8])[C:2]1[CH:3]=[CH:4][CH:5]=[CH:6][C:1]=1[CH2:11][Br:19]. The yield is 0.370. (2) The catalyst is O1CCOCC1. The yield is 0.970. The reactants are C(OC(=O)[NH:7][C:8]1[CH:12]=[C:11]([C:13]2[CH:18]=[CH:17][CH:16]=[CH:15][N:14]=2)[N:10]([CH3:19])[N:9]=1)(C)(C)C.Cl. The product is [CH3:19][N:10]1[C:11]([C:13]2[CH:18]=[CH:17][CH:16]=[CH:15][N:14]=2)=[CH:12][C:8]([NH2:7])=[N:9]1. (3) The product is [F:1][C:2]([F:24])([F:25])[C:3]1[CH:19]=[C:18]([C:20]([F:23])([F:22])[F:21])[CH:17]=[CH:16][C:4]=1[CH2:5][O:6][C:7]1[CH:14]=[CH:13][C:10]([CH:11]=[O:12])=[CH:9][C:8]=1[O:15][CH2:33][CH:34]([CH3:36])[CH3:35]. The catalyst is CN(C=O)C. The reactants are [F:1][C:2]([F:25])([F:24])[C:3]1[CH:19]=[C:18]([C:20]([F:23])([F:22])[F:21])[CH:17]=[CH:16][C:4]=1[CH2:5][O:6][C:7]1[CH:14]=[CH:13][C:10]([CH:11]=[O:12])=[CH:9][C:8]=1[OH:15].C(=O)([O-])[O-].[K+].[K+].Br[CH2:33][CH:34]([CH3:36])[CH3:35].O. The yield is 0.550. (4) The reactants are C([O:4][CH:5]1[CH2:14][C:13]2[C:8](=[CH:9][CH:10]=[CH:11][C:12]=2[N+:15]([O-:17])=[O:16])[O:7][CH2:6]1)(=O)C.[OH-].[Na+].Cl. The catalyst is C(O)C. The product is [N+:15]([C:12]1[CH:11]=[CH:10][CH:9]=[C:8]2[C:13]=1[CH2:14][CH:5]([OH:4])[CH2:6][O:7]2)([O-:17])=[O:16]. The yield is 1.00. (5) The reactants are [OH:1][CH2:2][C@@H:3]1[CH2:7][C@H:6]([NH:8][C:9]([C:11]2[C:19]3[C:14](=[CH:15][CH:16]=[CH:17][CH:18]=3)[N:13]([CH:20]([CH3:22])[CH3:21])[N:12]=2)=[O:10])[CH2:5][N:4]1[C:23]([O:25][C:26]([CH3:29])([CH3:28])[CH3:27])=[O:24].[H-].[Na+].C1OCCOCCOCCOCCOCCOC1.Br[CH2:51][C:52]([O:54][CH2:55][CH3:56])=[O:53]. The catalyst is O1CCCC1. The product is [CH2:55]([O:54][C:52](=[O:53])[CH2:51][O:1][CH2:2][C@@H:3]1[CH2:7][C@H:6]([NH:8][C:9]([C:11]2[C:19]3[C:14](=[CH:15][CH:16]=[CH:17][CH:18]=3)[N:13]([CH:20]([CH3:21])[CH3:22])[N:12]=2)=[O:10])[CH2:5][N:4]1[C:23]([O:25][C:26]([CH3:27])([CH3:29])[CH3:28])=[O:24])[CH3:56]. The yield is 0.710. (6) The reactants are Br[C:2]1[CH:14]=[CH:13][C:5]([O:6][CH:7]2[CH2:12][CH2:11][CH2:10][CH2:9][O:8]2)=[CH:4][C:3]=1[CH3:15].[CH:16]([C:18]1[CH:19]=[C:20](B(O)O)[CH:21]=[CH:22][CH:23]=1)=[O:17].O.C(OCC)(=O)C. The catalyst is C(=O)([O-])[O-].[Na+].[Na+].C(O)C.C1(C)C=CC=CC=1.C1C=CC([P]([Pd]([P](C2C=CC=CC=2)(C2C=CC=CC=2)C2C=CC=CC=2)([P](C2C=CC=CC=2)(C2C=CC=CC=2)C2C=CC=CC=2)[P](C2C=CC=CC=2)(C2C=CC=CC=2)C2C=CC=CC=2)(C2C=CC=CC=2)C2C=CC=CC=2)=CC=1. The product is [CH3:15][C:3]1[CH:4]=[C:5]([O:6][CH:7]2[CH2:12][CH2:11][CH2:10][CH2:9][O:8]2)[CH:13]=[CH:14][C:2]=1[C:22]1[CH:21]=[CH:20][CH:19]=[C:18]([CH:16]=[O:17])[CH:23]=1. The yield is 0.820. (7) The reactants are [CH2:1]([O:3][C:4](=[O:17])[C:5](=O)[CH2:6][C:7]([C:9]1[CH:14]=[CH:13][CH:12]=[C:11]([Cl:15])[CH:10]=1)=[O:8])[CH3:2].Cl.[NH2:19]O. The catalyst is CO. The product is [CH2:1]([O:3][C:4]([C:5]1[CH:6]=[C:7]([C:9]2[CH:14]=[CH:13][CH:12]=[C:11]([Cl:15])[CH:10]=2)[O:8][N:19]=1)=[O:17])[CH3:2]. The yield is 0.710. (8) The reactants are [NH:1]1[CH2:6][CH2:5][O:4][CH2:3][CH2:2]1.[CH3:7][S:8](Cl)(=[O:10])=[O:9]. The product is [CH3:7][S:8]([N:1]1[CH2:6][CH2:5][O:4][CH2:3][CH2:2]1)(=[O:10])=[O:9]. The catalyst is C(Cl)Cl. The yield is 1.00.